From a dataset of Reaction yield outcomes from USPTO patents with 853,638 reactions. Predict the reaction yield, written as a fraction of the theoretical maximum amount of product (1.0 means a 100% yield; for example, 0.34 means a 34% yield). (1) The reactants are [Br:1][C:2]1[C:10]([F:11])=[C:9]2[C:5]([C:6](=[O:13])C(=O)[NH:8]2)=[CH:4][CH:3]=1.Cl.[OH-:15].[Na+]. The catalyst is OO. The product is [NH2:8][C:9]1[C:10]([F:11])=[C:2]([Br:1])[CH:3]=[CH:4][C:5]=1[C:6]([OH:13])=[O:15]. The yield is 0.890. (2) The reactants are [F:1][C:2]1[CH:10]=[CH:9][C:8]2[NH:7][C:6]3[CH2:11][CH2:12][NH:13][C:14](=[O:15])[C:5]=3[C:4]=2[CH:3]=1.[H-].[Na+].[CH2:18](I)[CH3:19]. The catalyst is CN(C=O)C. The product is [CH2:18]([N:7]1[C:8]2[CH:9]=[CH:10][C:2]([F:1])=[CH:3][C:4]=2[C:5]2[C:14](=[O:15])[NH:13][CH2:12][CH2:11][C:6]1=2)[CH3:19]. The yield is 0.212.